From a dataset of Full USPTO retrosynthesis dataset with 1.9M reactions from patents (1976-2016). Predict the reactants needed to synthesize the given product. (1) Given the product [Cl:15][C:16]1[CH:17]=[C:18]([CH2:24][O:1][C:2]2[N:6]([C:7]3[CH:12]=[C:11]([C:13]#[N:14])[CH:10]=[CH:9][N:8]=3)[N:5]=[CH:4][CH:3]=2)[CH:19]=[CH:20][C:21]=1[CH2:22][CH3:23], predict the reactants needed to synthesize it. The reactants are: [OH:1][C:2]1[N:6]([C:7]2[CH:12]=[C:11]([C:13]#[N:14])[CH:10]=[CH:9][N:8]=2)[N:5]=[CH:4][CH:3]=1.[Cl:15][C:16]1[CH:17]=[C:18]([CH2:24]O)[CH:19]=[CH:20][C:21]=1[CH2:22][CH3:23]. (2) Given the product [C:25]([O:28][C:29]1[CH:34]=[C:33]([Br:40])[C:32]([NH:35][C:36](=[O:38])[CH3:37])=[CH:31][C:30]=1[CH3:39])(=[O:27])[CH3:26], predict the reactants needed to synthesize it. The reactants are: C(N(CC)CC)C.OCC1C=CC(NC(=O)C)=CC=1C.C(Cl)(=O)C.[C:25]([O:28][C:29]1[CH:34]=[CH:33][C:32]([NH:35][C:36](=[O:38])[CH3:37])=[CH:31][C:30]=1[CH3:39])(=[O:27])[CH3:26].[Br:40]N1C(C)(C)C(=O)N(Br)C1=O. (3) Given the product [N:1]1[CH:6]=[CH:5][CH:4]=[CH:3][C:2]=1[S:7][C:8]1[CH:13]=[CH:12][C:11]([NH2:14])=[CH:10][CH:9]=1, predict the reactants needed to synthesize it. The reactants are: [N:1]1[CH:6]=[CH:5][CH:4]=[CH:3][C:2]=1[S:7][C:8]1[CH:13]=[CH:12][C:11]([N+:14]([O-])=O)=[CH:10][CH:9]=1.C([O-])([O-])=O.[K+].[K+]. (4) Given the product [Cl:21][C:22]1[CH:35]=[CH:34][C:25]([C:26]([N:28]2[CH2:32][CH2:31][C@@H:30]([NH:33][C:2]3[N:7]=[CH:6][C:5](/[CH:8]=[CH:9]/[C:10]([O:12][CH2:13][CH3:14])=[O:11])=[CH:4][CH:3]=3)[CH2:29]2)=[O:27])=[CH:24][CH:23]=1, predict the reactants needed to synthesize it. The reactants are: Cl[C:2]1[N:7]=[CH:6][C:5](/[CH:8]=[CH:9]/[C:10]([O:12][CH2:13][CH3:14])=[O:11])=[CH:4][CH:3]=1.C(=O)([O-])[O-].[Cs+].[Cs+].[Cl:21][C:22]1[CH:35]=[CH:34][C:25]([C:26]([N:28]2[CH2:32][CH2:31][C@@H:30]([NH2:33])[CH2:29]2)=[O:27])=[CH:24][CH:23]=1. (5) Given the product [O:41]=[S:37]1(=[O:40])[CH2:38][CH2:39][N:34]([CH2:33][C:30]2[CH:29]=[CH:28][C:27]([NH:26][C:25]([C:22]3[CH:23]=[CH:24][C:19]([C:10]4[CH:9]=[C:8]([NH2:7])[CH:13]=[CH:12][C:11]=4[O:14][C:15]([F:18])([F:16])[F:17])=[CH:20][CH:21]=3)=[O:42])=[CH:32][CH:31]=2)[CH2:35][CH2:36]1, predict the reactants needed to synthesize it. The reactants are: C(OC(=O)[NH:7][C:8]1[CH:9]=[C:10]([C:19]2[CH:24]=[CH:23][C:22]([C:25](=[O:42])[NH:26][C:27]3[CH:32]=[CH:31][C:30]([CH2:33][N:34]4[CH2:39][CH2:38][S:37](=[O:41])(=[O:40])[CH2:36][CH2:35]4)=[CH:29][CH:28]=3)=[CH:21][CH:20]=2)[C:11]([O:14][C:15]([F:18])([F:17])[F:16])=[CH:12][CH:13]=1)(C)(C)C.FC(F)(F)C(O)=O. (6) Given the product [CH:13]([C:12]1[CH:11]=[CH:10][C:9]([C:15]2[CH:20]=[CH:19][CH:18]=[C:17]([C:21]#[N:22])[CH:16]=2)=[CH:8][C:7]=1[B:25]1[O:29][C:28]([CH3:31])([CH3:30])[C:27]([CH3:33])([CH3:32])[O:26]1)=[O:14], predict the reactants needed to synthesize it. The reactants are: FC(F)(F)S(O[C:7]1[CH:8]=[C:9]([C:15]2[CH:20]=[CH:19][CH:18]=[C:17]([C:21]#[N:22])[CH:16]=2)[CH:10]=[CH:11][C:12]=1[CH:13]=[O:14])(=O)=O.[B:25]1([B:25]2[O:29][C:28]([CH3:31])([CH3:30])[C:27]([CH3:33])([CH3:32])[O:26]2)[O:29][C:28]([CH3:31])([CH3:30])[C:27]([CH3:33])([CH3:32])[O:26]1.CC([O-])=O.[K+].